From a dataset of Reaction yield outcomes from USPTO patents with 853,638 reactions. Predict the reaction yield, written as a fraction of the theoretical maximum amount of product (1.0 means a 100% yield; for example, 0.34 means a 34% yield). (1) The reactants are [CH2:1]([N:3]1[CH:7]=[C:6]([C:8]2[CH:13]=[CH:12][N:11]=[C:10]3[NH:14][CH:15]=[CH:16][C:9]=23)[C:5]([C:17]2[CH:23]=[CH:22][C:20]([NH2:21])=[CH:19][CH:18]=2)=[N:4]1)[CH3:2].C(N(CC)CC)C.[N:31]1([C:37](Cl)=[O:38])[CH2:36][CH2:35][O:34][CH2:33][CH2:32]1.O. The catalyst is ClCCl. The product is [CH2:1]([N:3]1[CH:7]=[C:6]([C:8]2[CH:13]=[CH:12][N:11]=[C:10]3[NH:14][CH:15]=[CH:16][C:9]=23)[C:5]([C:17]2[CH:23]=[CH:22][C:20]([NH:21][C:37]([N:31]3[CH2:36][CH2:35][O:34][CH2:33][CH2:32]3)=[O:38])=[CH:19][CH:18]=2)=[N:4]1)[CH3:2]. The yield is 0.500. (2) The reactants are Br[C:2]1[C:6]2[CH:7]=[C:8]([O:11][CH3:12])[CH:9]=[CH:10][C:5]=2[O:4][C:3]=1[CH:13]([NH:20][C:21]1[CH:30]=[CH:29][C:24]([C:25]([O:27]C)=[O:26])=[CH:23][CH:22]=1)[CH:14]1[CH2:19][CH2:18][CH2:17][CH2:16][CH2:15]1.[CH3:31][N:32](C)C=O.[OH-].[Li+]. The catalyst is O1CCCC1.[C-]#N.[Zn+2].[C-]#N.C1C=CC([P]([Pd]([P](C2C=CC=CC=2)(C2C=CC=CC=2)C2C=CC=CC=2)([P](C2C=CC=CC=2)(C2C=CC=CC=2)C2C=CC=CC=2)[P](C2C=CC=CC=2)(C2C=CC=CC=2)C2C=CC=CC=2)(C2C=CC=CC=2)C2C=CC=CC=2)=CC=1.O.C(O)C. The product is [C:31]([C:2]1[C:6]2[CH:7]=[C:8]([O:11][CH3:12])[CH:9]=[CH:10][C:5]=2[O:4][C:3]=1[CH:13]([NH:20][C:21]1[CH:30]=[CH:29][C:24]([C:25]([OH:27])=[O:26])=[CH:23][CH:22]=1)[CH:14]1[CH2:19][CH2:18][CH2:17][CH2:16][CH2:15]1)#[N:32]. The yield is 0.940. (3) The reactants are CC(C)([O-])C.[K+].C([O:9][C:10](=O)[CH2:11][C:12](C1OC=CC=1)=O)C.[N:20]1[CH:25]=[CH:24][CH:23]=[CH:22][C:21]=1[C:26]([NH2:28])=[NH:27]. The catalyst is C(O)CCC. The product is [N:20]1[CH:25]=[CH:24][CH:23]=[CH:22][C:21]=1[C:26]1[N:28]=[C:10]([OH:9])[CH:11]=[CH:12][N:27]=1. The yield is 0.250. (4) The reactants are [CH2:1]([O:8][C:9](=[O:19])[NH:10][CH2:11][C@H:12]([NH2:18])[C@@H:13]([OH:17])[C:14]#[C:15][CH3:16])[C:2]1[CH:7]=[CH:6][CH:5]=[CH:4][CH:3]=1.[Li].[F:21][C:22]([F:37])([F:36])[C:23]1[C:31]2[N:30]=[C:29]([CH2:32][C:33](O)=[O:34])[NH:28][C:27]=2[CH:26]=[CH:25][CH:24]=1.C(N(CC)C(C)C)(C)C.CN(C(ON1N=NC2C=CC=NC1=2)=[N+](C)C)C.F[P-](F)(F)(F)(F)F. The catalyst is C(Cl)Cl.CN(C=O)C. The product is [CH2:1]([O:8][C:9](=[O:19])[NH:10][CH2:11][C@H:12]([NH:18][C:33](=[O:34])[CH2:32][C:29]1[NH:28][C:27]2[CH:26]=[CH:25][CH:24]=[C:23]([C:22]([F:36])([F:37])[F:21])[C:31]=2[N:30]=1)[C@@H:13]([OH:17])[C:14]#[C:15][CH3:16])[C:2]1[CH:3]=[CH:4][CH:5]=[CH:6][CH:7]=1. The yield is 0.950. (5) The reactants are C([O:4][C@H:5]1[C:9]2[N:10]=[CH:11][N:12]=[C:13]([N:14]3[CH2:19][CH2:18][N:17]([C:20]([O:22][C:23]([CH3:26])([CH3:25])[CH3:24])=[O:21])[CH2:16][C@@H:15]3[CH3:27])[C:8]=2[C@H:7]([CH3:28])[CH2:6]1)(=O)C.[Li+].[OH-]. The catalyst is C1COCC1. The product is [OH:4][C@H:5]1[C:9]2[N:10]=[CH:11][N:12]=[C:13]([N:14]3[CH2:19][CH2:18][N:17]([C:20]([O:22][C:23]([CH3:26])([CH3:25])[CH3:24])=[O:21])[CH2:16][C@@H:15]3[CH3:27])[C:8]=2[C@H:7]([CH3:28])[CH2:6]1. The yield is 0.820. (6) The reactants are [Br:1]P(Br)Br.O[CH:6]([C:8]1[CH:9]=[C:10]([C:25]([N:27]([CH3:29])[CH3:28])=[O:26])[CH:11]=[C:12]2[C:17]=1[O:16][C:15]([N:18]1[CH2:23][CH2:22][O:21][CH2:20][CH2:19]1)=[CH:14][C:13]2=[O:24])[CH3:7]. The catalyst is C(Cl)Cl. The product is [BrH:1].[Br:1][CH:6]([C:8]1[CH:9]=[C:10]([C:25]([N:27]([CH3:29])[CH3:28])=[O:26])[CH:11]=[C:12]2[C:17]=1[O:16][C:15]([N:18]1[CH2:23][CH2:22][O:21][CH2:20][CH2:19]1)=[CH:14][C:13]2=[O:24])[CH3:7]. The yield is 0.820. (7) The reactants are [C:1]([O:5][C:6](=[O:35])[NH:7][C:8]1([C:12]2[CH:17]=[CH:16][C:15]([C:18]3[C:27]([C:28]4[CH:33]=[CH:32][CH:31]=[CH:30][CH:29]=4)=[CH:26][C:25]4[C:24](=[O:34])[NH:23][CH2:22][CH2:21][C:20]=4[N:19]=3)=[CH:14][CH:13]=2)[CH2:11][CH2:10][CH2:9]1)([CH3:4])([CH3:3])[CH3:2].[H-].[Na+].Cl.Cl[CH2:40][CH2:41][N:42]([CH3:44])[CH3:43].C(=O)([O-])[O-].[K+].[K+].[NH4+].[Cl-]. The catalyst is CN(C=O)C. The product is [C:1]([O:5][C:6](=[O:35])[NH:7][C:8]1([C:12]2[CH:13]=[CH:14][C:15]([C:18]3[C:27]([C:28]4[CH:29]=[CH:30][CH:31]=[CH:32][CH:33]=4)=[CH:26][C:25]4[C:24](=[O:34])[N:23]([CH2:40][CH2:41][N:42]([CH3:44])[CH3:43])[CH2:22][CH2:21][C:20]=4[N:19]=3)=[CH:16][CH:17]=2)[CH2:11][CH2:10][CH2:9]1)([CH3:4])([CH3:2])[CH3:3]. The yield is 0.170.